From a dataset of Catalyst prediction with 721,799 reactions and 888 catalyst types from USPTO. Predict which catalyst facilitates the given reaction. (1) Reactant: [CH2:1]([OH:8])[C:2]1[CH:7]=[CH:6][CH:5]=[CH:4][CH:3]=1.[H-].[Na+].F[C:12]1[CH:19]=[C:18]([F:20])[CH:17]=[CH:16][C:13]=1[C:14]#[N:15]. Product: [CH2:1]([O:8][C:12]1[CH:19]=[C:18]([F:20])[CH:17]=[CH:16][C:13]=1[C:14]#[N:15])[C:2]1[CH:7]=[CH:6][CH:5]=[CH:4][CH:3]=1. The catalyst class is: 133. (2) Reactant: C1(OC2C=CC=CC=2)C=CC=CC=1.C(O[C:17](=[O:33])[C:18](=[CH:24][NH:25][C:26]1[CH:31]=[CH:30][CH:29]=[C:28]([CH3:32])[N:27]=1)[C:19]([O:21][CH2:22][CH3:23])=[O:20])C. Product: [CH2:22]([O:21][C:19]([C:18]1[C:17](=[O:33])[C:31]2[C:26](=[N:27][C:28]([CH3:32])=[CH:29][CH:30]=2)[NH:25][CH:24]=1)=[O:20])[CH3:23]. The catalyst class is: 81. (3) Reactant: [CH3:1][O:2][C:3]1[CH:17]=[CH:16][C:6]([O:7][C:8]2[CH:9]=[C:10]([CH:13]=[CH:14][CH:15]=2)[CH:11]=O)=[CH:5][CH:4]=1.C(O)C.Cl.[NH2:22][OH:23].C([O-])(=O)C.[Na+]. Product: [CH3:1][O:2][C:3]1[CH:17]=[CH:16][C:6]([O:7][C:8]2[CH:9]=[C:10]([CH:13]=[CH:14][CH:15]=2)[CH:11]=[N:22][OH:23])=[CH:5][CH:4]=1. The catalyst class is: 6. (4) Reactant: [Br:1][C:2]1[CH:3]=[C:4]([S:8]([NH2:11])(=[O:10])=[O:9])[CH:5]=[CH:6][CH:7]=1.[OH-].[K+].[CH2:14]([N:16]=[C:17]=[O:18])[CH3:15]. Product: [Br:1][C:2]1[CH:3]=[C:4]([S:8]([NH:11][C:17](=[O:18])[NH:16][CH2:14][CH3:15])(=[O:9])=[O:10])[CH:5]=[CH:6][CH:7]=1. The catalyst class is: 95. (5) Reactant: [CH3:1][O:2][C:3]1[CH:12]=[C:11]2[C:6]([CH2:7][CH2:8][CH2:9][C:10]2=O)=[CH:5][CH:4]=1.[C:14]([CH2:16]C(O)=O)#[N:15].C(O)(=O)CCCCCC.C(N)C1C=CC=CC=1. Product: [CH3:1][O:2][C:3]1[CH:12]=[C:11]2[C:6]([CH2:7][CH2:8][CH:9]=[C:10]2[CH2:16][C:14]#[N:15])=[CH:5][CH:4]=1. The catalyst class is: 11. (6) Reactant: [F:1][C:2]1([CH2:8][OH:9])[CH2:7][CH2:6][O:5][CH2:4][CH2:3]1.[H-].[Na+].F[C:13]1[CH:18]=[CH:17][C:16]([S:19]([NH2:22])(=[O:21])=[O:20])=[CH:15][C:14]=1[S:23]([C:26]([F:29])([F:28])[F:27])(=[O:25])=[O:24]. Product: [F:1][C:2]1([CH2:8][O:9][C:13]2[CH:18]=[CH:17][C:16]([S:19]([NH2:22])(=[O:21])=[O:20])=[CH:15][C:14]=2[S:23]([C:26]([F:27])([F:29])[F:28])(=[O:25])=[O:24])[CH2:7][CH2:6][O:5][CH2:4][CH2:3]1. The catalyst class is: 7.